This data is from Experimentally validated miRNA-target interactions with 360,000+ pairs, plus equal number of negative samples. The task is: Binary Classification. Given a miRNA mature sequence and a target amino acid sequence, predict their likelihood of interaction. (1) The miRNA is rno-miR-409a-3p with sequence AAUGUUGCUCGGUGAACCCC. The protein sequence of the target gene is MNSIKNVPARVLSRRPGHSLEAEREQFDKTQAISISKAINTQEAPVKEKHARRIILGTHHEKGAFTFWSYAIGLPLPSSSILSWKFCHVLHKVLRDGHPNVLHDCQRYRSNIREIGDLWGHLHDRYGQLVNVYTKLLLTKISFHLKHPQFPAGLEVTDEVLEKAAGTDVNNIFQLTVEMFDYMDCELKLSESVFRQLNTAIAVSQMSSGQCRLAPLIQVIQDCSHLYHYTVKLLFKLHSCLPADTLQGHRDRFHEQFHSLRNFFRRASDMLYFKRLIQIPRLPEGPPNFLRASALAEHIK.... Result: 0 (no interaction). (2) The miRNA is hsa-miR-4736 with sequence AGGCAGGUUAUCUGGGCUG. The protein sequence of the target gene is MYQSLALAQSPGQGTYADSGAFLHSSGTGSPVFVAPTRMPSMLPYLPSCEPGSQAPALAAHSSWTQAVAADSSAFGSGSPHPPAAHPPGATTFPFAHSPPGSGSGGSAGVRDGGAFQGALLAREQYPTPLGRPMGASYPTTYPAYMSSDVAPSWTSGAFDSSILHGLQARPGGLPGRRTSFVPDFLEEFPGEGRECVNCGALSTPLWRRDGTGHYLCNACGLYHKMNGVNRPLVRPQKRLSSSRRSGLCCSNCHTATTTLWRRNSEGEPVCNACGLYMKLHGVPRPLAMKKESIQTRKRK.... Result: 0 (no interaction).